Dataset: Reaction yield outcomes from USPTO patents with 853,638 reactions. Task: Predict the reaction yield, written as a fraction of the theoretical maximum amount of product (1.0 means a 100% yield; for example, 0.34 means a 34% yield). (1) The reactants are Cl.[CH3:2][O:3][C:4](=[O:14])[C@H:5]([CH2:7][C:8]1[CH:13]=[CH:12][CH:11]=[CH:10][CH:9]=1)[NH2:6].[C:15]([NH:22][C@H:23]([C:31](O)=[O:32])[CH2:24][C:25]1[CH:30]=[CH:29][CH:28]=[CH:27][CH:26]=1)([O:17][C:18]([CH3:21])([CH3:20])[CH3:19])=[O:16].CN(C(ON1N=NC2C=CC=CC1=2)=[N+](C)C)C.F[P-](F)(F)(F)(F)F.CCN(C(C)C)C(C)C. The catalyst is C(Cl)Cl. The product is [C:18]([O:17][C:15]([NH:22][C@@H:23]([CH2:24][C:25]1[CH:26]=[CH:27][CH:28]=[CH:29][CH:30]=1)[C:31]([NH:6][C@@H:5]([CH2:7][C:8]1[CH:13]=[CH:12][CH:11]=[CH:10][CH:9]=1)[C:4]([O:3][CH3:2])=[O:14])=[O:32])=[O:16])([CH3:21])([CH3:19])[CH3:20]. The yield is 0.970. (2) The reactants are [C:1]1([C:7]2[CH:12]=[C:11]([CH:13]3[CH2:18][CH2:17][N:16]([CH:19]4[CH2:24][O:23]C(C)(C)[O:21][CH2:20]4)[CH2:15][CH2:14]3)[CH:10]=[CH:9][C:8]=2[NH:27][C:28]([C:30]2[NH:31][CH:32]=[C:33]([C:35]#[N:36])[N:34]=2)=[O:29])[CH2:6][CH2:5][CH2:4][CH2:3][CH:2]=1.[C:37]([OH:43])([C:39]([F:42])([F:41])[F:40])=[O:38]. The catalyst is C1COCC1.O. The product is [F:40][C:39]([F:42])([F:41])[C:37]([OH:43])=[O:38].[C:1]1([C:7]2[CH:12]=[C:11]([CH:13]3[CH2:18][CH2:17][N:16]([CH:19]([CH2:20][OH:21])[CH2:24][OH:23])[CH2:15][CH2:14]3)[CH:10]=[CH:9][C:8]=2[NH:27][C:28]([C:30]2[NH:31][CH:32]=[C:33]([C:35]#[N:36])[N:34]=2)=[O:29])[CH2:6][CH2:5][CH2:4][CH2:3][CH:2]=1. The yield is 0.600. (3) The product is [N:26]1([C:23]2[CH:22]=[CH:21][C:20]([NH:19][C:13]3[C:14]4[N:15]([CH:16]=[CH:17][N:18]=4)[C:10]([C:8]4[S:9][C:5]([C:3]([NH2:32])=[O:2])=[CH:6][N:7]=4)=[CH:11][N:12]=3)=[CH:25][CH:24]=2)[CH2:31][CH2:30][O:29][CH2:28][CH2:27]1. The reactants are C[O:2][C:3]([C:5]1[S:9][C:8]([C:10]2[N:15]3[CH:16]=[CH:17][N:18]=[C:14]3[C:13]([NH:19][C:20]3[CH:25]=[CH:24][C:23]([N:26]4[CH2:31][CH2:30][O:29][CH2:28][CH2:27]4)=[CH:22][CH:21]=3)=[N:12][CH:11]=2)=[N:7][CH:6]=1)=O.[NH4+:32].[OH-].[NH4+].[Cl-]. The yield is 0.0600. The catalyst is CO. (4) The reactants are CCN(C(C)C)C(C)C.[N:10]1([C:16]2[CH:24]=[CH:23][C:19]([C:20]([OH:22])=O)=[CH:18][CH:17]=2)[CH2:15][CH2:14][O:13][CH2:12][CH2:11]1.C1C=CC2N(O)N=NC=2C=1.CCN=C=NCCCN(C)C.Cl.[NH2:47][CH2:48][C:49]([N:51]1[CH2:56][CH2:55][N:54]([C:57](=[O:69])[C:58]2[CH:63]=[C:62]([F:64])[CH:61]=[CH:60][C:59]=2[C:65]([F:68])([F:67])[F:66])[CH2:53][CH2:52]1)=[O:50]. The catalyst is CN(C=O)C.O. The product is [F:64][C:62]1[CH:61]=[CH:60][C:59]([C:65]([F:67])([F:66])[F:68])=[C:58]([CH:63]=1)[C:57]([N:54]1[CH2:55][CH2:56][N:51]([C:49](=[O:50])[CH2:48][NH:47][C:20](=[O:22])[C:19]2[CH:18]=[CH:17][C:16]([N:10]3[CH2:11][CH2:12][O:13][CH2:14][CH2:15]3)=[CH:24][CH:23]=2)[CH2:52][CH2:53]1)=[O:69]. The yield is 0.608. (5) The reactants are Br[C:2]1[N:6]2[N:7]=[C:8]([O:11][CH3:12])[CH:9]=[CH:10][C:5]2=[N:4][C:3]=1[C:13]1[CH:14]=[CH:15][C:16]([CH3:26])=[C:17]([NH:19][C:20](=[O:25])[C:21]([CH3:24])([CH3:23])[CH3:22])[CH:18]=1.[CH3:27]B(O)O.P([O-])([O-])([O-])=O.[K+].[K+].[K+].C1(P(C2CCCCC2)C2C=CC=CC=2C2C(OC)=CC=CC=2OC)CCCCC1. The catalyst is C1(C)C=CC=CC=1.O.CC([O-])=O.CC([O-])=O.[Pd+2]. The product is [CH3:12][O:11][C:8]1[CH:9]=[CH:10][C:5]2[N:6]([C:2]([CH3:27])=[C:3]([C:13]3[CH:14]=[CH:15][C:16]([CH3:26])=[C:17]([NH:19][C:20](=[O:25])[C:21]([CH3:24])([CH3:23])[CH3:22])[CH:18]=3)[N:4]=2)[N:7]=1. The yield is 0.0600. (6) The product is [ClH:44].[ClH:44].[NH2:35][C:11]([CH2:25][CH2:26][N:27]([CH2:29][C:30]([OH:32])=[O:31])[CH3:28])([CH2:12][CH2:13][CH2:14][CH2:15][B:16]([OH:20])[OH:17])[C:10]([OH:43])=[O:9]. The catalyst is O. The reactants are CNCC(O)=O.C([O:9][C:10](=[O:43])[C:11]([NH:35]C(OC(C)(C)C)=O)([CH2:25][CH2:26][N:27]([CH2:29][C:30]([O:32]CC)=[O:31])[CH3:28])[CH2:12][CH2:13][CH2:14][CH2:15][B:16]1[O:20]C(C)(C)C(C)(C)[O:17]1)C.[ClH:44]. The yield is 0.760.